This data is from Peptide-MHC class II binding affinity with 134,281 pairs from IEDB. The task is: Regression. Given a peptide amino acid sequence and an MHC pseudo amino acid sequence, predict their binding affinity value. This is MHC class II binding data. (1) The peptide sequence is NELGMLEKTKEDLFG. The MHC is DRB1_0901 with pseudo-sequence DRB1_0901. The binding affinity (normalized) is 0.318. (2) The peptide sequence is LMVVVIPEPGQQRSI. The MHC is DRB1_0901 with pseudo-sequence DRB1_0901. The binding affinity (normalized) is 0.484. (3) The peptide sequence is VDTDNVANPTNISKC. The MHC is DRB1_0101 with pseudo-sequence DRB1_0101. The binding affinity (normalized) is 0.346. (4) The peptide sequence is GNQNFLTVFDSTSCN. The MHC is DRB1_1501 with pseudo-sequence DRB1_1501. The binding affinity (normalized) is 0.364. (5) The peptide sequence is NLDVYDWSIPDDLLA. The MHC is HLA-DQA10102-DQB10602 with pseudo-sequence HLA-DQA10102-DQB10602. The binding affinity (normalized) is 0.138. (6) The peptide sequence is ETKKQVNLMGQTINA. The MHC is DRB1_0101 with pseudo-sequence DRB1_0101. The binding affinity (normalized) is 0.692.